This data is from NCI-60 drug combinations with 297,098 pairs across 59 cell lines. The task is: Regression. Given two drug SMILES strings and cell line genomic features, predict the synergy score measuring deviation from expected non-interaction effect. Drug 2: CCC1(CC2CC(C3=C(CCN(C2)C1)C4=CC=CC=C4N3)(C5=C(C=C6C(=C5)C78CCN9C7C(C=CC9)(C(C(C8N6C)(C(=O)OC)O)OC(=O)C)CC)OC)C(=O)OC)O.OS(=O)(=O)O. Cell line: M14. Synergy scores: CSS=27.2, Synergy_ZIP=-10.0, Synergy_Bliss=-12.4, Synergy_Loewe=-9.62, Synergy_HSA=-8.88. Drug 1: C1=CC(=CC=C1CCC2=CNC3=C2C(=O)NC(=N3)N)C(=O)NC(CCC(=O)O)C(=O)O.